This data is from Reaction yield outcomes from USPTO patents with 853,638 reactions. The task is: Predict the reaction yield, written as a fraction of the theoretical maximum amount of product (1.0 means a 100% yield; for example, 0.34 means a 34% yield). (1) The reactants are Cl[CH2:2][CH2:3][CH2:4][CH2:5][N:6]1[C:14]2[CH2:13][CH2:12][CH2:11][C:10](=[O:15])[C:9]=2[CH:8]=[CH:7]1.OC(C)(C)CC(=O)C.[I-].[Na+].[F:26][C:27]([F:41])([F:40])[C:28]1[CH:29]=[C:30]([N:34]2[CH2:39][CH2:38][NH:37][CH2:36][CH2:35]2)[CH:31]=[CH:32][CH:33]=1.C(=O)([O-])[O-].[K+].[K+]. The catalyst is C(#N)C.ClCCl.C(OCC)(=O)C.ClCCl. The product is [F:41][C:27]([F:26])([F:40])[C:28]1[CH:29]=[C:30]([N:34]2[CH2:39][CH2:38][N:37]([CH2:2][CH2:3][CH2:4][CH2:5][N:6]3[C:14]4[CH2:13][CH2:12][CH2:11][C:10](=[O:15])[C:9]=4[CH:8]=[CH:7]3)[CH2:36][CH2:35]2)[CH:31]=[CH:32][CH:33]=1. The yield is 0.915. (2) The reactants are [CH3:1][C:2]1([CH3:40])[CH2:38][C:6]2[C:7]([C:16]3[CH:21]=[C:20]([C:22]4[CH:27]=[CH:26][CH:25]=[CH:24][CH:23]=4)[N:19]=[C:18]([O:28]CC4C=CC(OC)=CC=4)[CH:17]=3)=[C:8]([N:10]3[CH2:15][CH2:14][O:13][CH2:12][CH2:11]3)[S:9][C:5]=2[C:4](=[O:39])[CH2:3]1. The catalyst is FC(F)(F)C(O)=O. The product is [CH3:1][C:2]1([CH3:40])[CH2:38][C:6]2[C:7]([C:16]3[CH:21]=[C:20]([C:22]4[CH:27]=[CH:26][CH:25]=[CH:24][CH:23]=4)[NH:19][C:18](=[O:28])[CH:17]=3)=[C:8]([N:10]3[CH2:15][CH2:14][O:13][CH2:12][CH2:11]3)[S:9][C:5]=2[C:4](=[O:39])[CH2:3]1. The yield is 0.420. (3) The reactants are [CH3:1][C:2]1[CH:3]=[C:4]([C:19]2[S:23][C:22]([C:24]3([C:27]([O:29]C(C)(C)C)=[O:28])[CH2:26][CH2:25]3)=[N:21][CH:20]=2)[CH:5]=[C:6]([NH:8][C:9]2[N:14]=[C:13]([C:15]([F:18])([F:17])[F:16])[CH:12]=[CH:11][N:10]=2)[CH:7]=1.C(O)(C(F)(F)F)=O. The catalyst is C(Cl)Cl. The product is [CH3:1][C:2]1[CH:3]=[C:4]([C:19]2[S:23][C:22]([C:24]3([C:27]([OH:29])=[O:28])[CH2:26][CH2:25]3)=[N:21][CH:20]=2)[CH:5]=[C:6]([NH:8][C:9]2[N:14]=[C:13]([C:15]([F:18])([F:16])[F:17])[CH:12]=[CH:11][N:10]=2)[CH:7]=1. The yield is 1.00. (4) The reactants are C(OC([NH:8][CH:9]([CH2:13][CH2:14][C:15]1[CH:20]=[CH:19][CH:18]=[CH:17][C:16]=1[Cl:21])[C:10]([OH:12])=[O:11])=O)(C)(C)C.O1CCOCC1. The catalyst is Cl. The product is [ClH:21].[NH2:8][CH:9]([CH2:13][CH2:14][C:15]1[CH:20]=[CH:19][CH:18]=[CH:17][C:16]=1[Cl:21])[C:10]([OH:12])=[O:11]. The yield is 0.830. (5) The reactants are [CH2:1]([O:3][C:4](=[O:8])[CH2:5][CH:6]=O)[CH3:2].[NH2:9][C:10]1[CH:15]=[CH:14][C:13]([I:16])=[CH:12][N:11]=1.C(#N)C.C(O)C. The catalyst is C(=O)(O)[O-].[Na+]. The product is [CH2:1]([O:3][C:4]([C:5]1[N:11]2[CH:12]=[C:13]([I:16])[CH:14]=[CH:15][C:10]2=[N:9][CH:6]=1)=[O:8])[CH3:2]. The yield is 0.780. (6) The reactants are CCCCC.[CH2:6]([C:8]1([CH2:16][O:17][CH2:18][C:19]2([CH2:27][CH3:28])[CH2:24][O:23][CH:22]([CH:25]=[CH2:26])[O:21][CH2:20]2)[CH2:13][O:12][CH:11]([CH:14]=[CH2:15])[O:10][CH2:9]1)[CH3:7]. The catalyst is [C-]#[O+].[C-]#[O+].[C-]#[O+].[C-]#[O+].[C-]#[O+].[Fe].C(N(CC)CC)C. The product is [CH2:6]([C:8]1([CH2:16][O:17][CH2:18][C:19]2([CH2:27][CH3:28])[CH2:24][O:23][C:22](=[CH:25][CH3:26])[O:21][CH2:20]2)[CH2:13][O:12][C:11](=[CH:14][CH3:15])[O:10][CH2:9]1)[CH3:7]. The yield is 0.630. (7) The reactants are [N+:1]([C:4]1[CH:13]=[CH:12][CH:11]=[C:10]2[C:5]=1[CH:6]=[CH:7][CH:8]=[C:9]2[C:14]([OH:16])=O)([O-:3])=[O:2].[CH3:17][O:18][C:19]1[C:26]([O:27][CH3:28])=[CH:25][CH:24]=[CH:23][C:20]=1[CH2:21][NH2:22]. The yield is 0.550. No catalyst specified. The product is [CH3:17][O:18][C:19]1[C:26]([O:27][CH3:28])=[CH:25][CH:24]=[CH:23][C:20]=1[CH2:21][NH:22][C:14]([C:9]1[C:10]2[C:5](=[C:4]([N+:1]([O-:3])=[O:2])[CH:13]=[CH:12][CH:11]=2)[CH:6]=[CH:7][CH:8]=1)=[O:16]. (8) The reactants are [O:1]=[C:2]1[CH:7]=[C:6]([CH:8]2[CH2:13][CH2:12][N:11](C(OC(C)(C)C)=O)[CH2:10][CH2:9]2)[N:5]2[N:21]=[C:22]3[CH:27]=[N:26][CH:25]=[CH:24][C:23]3=[C:4]2[NH:3]1.[ClH:28]. The catalyst is CO.O1CCOCC1. The product is [ClH:28].[NH:11]1[CH2:12][CH2:13][CH:8]([C:6]2[N:5]3[N:21]=[C:22]4[CH:27]=[N:26][CH:25]=[CH:24][C:23]4=[C:4]3[NH:3][C:2](=[O:1])[CH:7]=2)[CH2:9][CH2:10]1. The yield is 0.790. (9) The reactants are [N:1]1([CH2:7][C:8]2[CH:23]=[CH:22][C:11]([O:12][C:13]3[S:14][C:15]4[CH:21]=[CH:20][CH:19]=[CH:18][C:16]=4[N:17]=3)=[CH:10][CH:9]=2)[CH2:6][CH2:5][NH:4][CH2:3][CH2:2]1.C(OC(N1CCN(CC2C=CC(OC3SC4C=CC=CC=4N=3)=CC=2)CC1)=O)(C)(C)C.Cl.[O:55]1CC[O:58][CH2:57][CH2:56]1. The catalyst is C(Cl)Cl. The product is [S:14]1[C:15]2[CH:21]=[CH:20][CH:19]=[CH:18][C:16]=2[N:17]=[C:13]1[O:12][C:11]1[CH:10]=[CH:9][C:8]([CH2:7][N:1]2[CH2:6][CH2:5][N:4]([C:56](=[O:55])[CH2:57][OH:58])[CH2:3][CH2:2]2)=[CH:23][CH:22]=1. The yield is 0.870.